From a dataset of Forward reaction prediction with 1.9M reactions from USPTO patents (1976-2016). Predict the product of the given reaction. (1) Given the reactants CO[C:3](=[O:23])[C:4]1[CH:9]=[C:8]([Cl:10])[C:7]([Cl:11])=[CH:6][C:5]=1[NH:12][C:13](=[O:22])[CH:14]([C:16]1[CH:21]=[CH:20][CH:19]=[CH:18][CH:17]=1)[CH3:15].[Li+].C[Si]([N-][Si](C)(C)C)(C)C, predict the reaction product. The product is: [Cl:10][C:8]1[CH:9]=[C:4]2[C:5](=[CH:6][C:7]=1[Cl:11])[NH:12][C:13](=[O:22])[C:14]([CH3:15])([C:16]1[CH:17]=[CH:18][CH:19]=[CH:20][CH:21]=1)[C:3]2=[O:23]. (2) Given the reactants [N:1]1([CH2:5][CH2:6][N:7]2[CH:11]=[C:10]([C:12]3[CH:17]=[CH:16][C:15]([F:18])=[C:14]([CH3:19])[CH:13]=3)[N:9]=[C:8]2[C:20]2([O:26][Si](C(C)(C)C)(C)C)[CH2:25][CH2:24][NH:23][CH2:22][CH2:21]2)[CH2:4][CH2:3][CH2:2]1.Cl[C:35]1[N:40]=[CH:39][N:38]=[C:37]([NH2:41])[C:36]=1[CH:42]([CH3:44])[CH3:43].C(=O)([O-])[O-].[Cs+].[Cs+], predict the reaction product. The product is: [NH2:41][C:37]1[N:38]=[CH:39][N:40]=[C:35]([N:23]2[CH2:22][CH2:21][C:20]([C:8]3[N:7]([CH2:6][CH2:5][N:1]4[CH2:2][CH2:3][CH2:4]4)[CH:11]=[C:10]([C:12]4[CH:17]=[CH:16][C:15]([F:18])=[C:14]([CH3:19])[CH:13]=4)[N:9]=3)([OH:26])[CH2:25][CH2:24]2)[C:36]=1[CH:42]([CH3:44])[CH3:43]. (3) Given the reactants [Cl:1][C:2]1[N:3]=[C:4]([Cl:12])[C:5]2[C:10]([CH3:11])=[CH:9][NH:8][C:6]=2[N:7]=1.[S:13](Cl)([C:16]1[CH:22]=[CH:21][C:19]([CH3:20])=[CH:18][CH:17]=1)(=[O:15])=[O:14].[H-].[Na+], predict the reaction product. The product is: [Cl:1][C:2]1[N:3]=[C:4]([Cl:12])[C:5]2[C:10]([CH3:11])=[CH:9][N:8]([S:13]([C:16]3[CH:22]=[CH:21][C:19]([CH3:20])=[CH:18][CH:17]=3)(=[O:15])=[O:14])[C:6]=2[N:7]=1. (4) Given the reactants [Cl:1][C:2]1[CH:33]=[CH:32][CH:31]=[C:30]([C:34]([F:37])([F:36])[F:35])[C:3]=1[C:4]([N:6]1[C:14]2[C:9](=[CH:10][CH:11]=[C:12]([CH:15]3[CH2:18][O:17][CH2:16]3)[CH:13]=2)[C:8]([C:19]2[CH:28]=[CH:27][C:22]([C:23]([O:25]C)=[O:24])=[CH:21][C:20]=2[F:29])=[N:7]1)=[O:5].[Li+].[OH-].Cl, predict the reaction product. The product is: [Cl:1][C:2]1[CH:33]=[CH:32][CH:31]=[C:30]([C:34]([F:37])([F:36])[F:35])[C:3]=1[C:4]([N:6]1[C:14]2[C:9](=[CH:10][CH:11]=[C:12]([CH:15]3[CH2:18][O:17][CH2:16]3)[CH:13]=2)[C:8]([C:19]2[CH:28]=[CH:27][C:22]([C:23]([OH:25])=[O:24])=[CH:21][C:20]=2[F:29])=[N:7]1)=[O:5].